From a dataset of Cav3 T-type calcium channel HTS with 100,875 compounds. Binary Classification. Given a drug SMILES string, predict its activity (active/inactive) in a high-throughput screening assay against a specified biological target. (1) The drug is s1c(CC)ccc1C(=O)/C=C\c1c(n(nc1)C)C. The result is 0 (inactive). (2) The drug is S1CC(=O)N(CC(=O)Nc2c(N3CCOCC3)cccc2)C1=O. The result is 0 (inactive).